This data is from hERG potassium channel inhibition data for cardiac toxicity prediction from Karim et al.. The task is: Regression/Classification. Given a drug SMILES string, predict its toxicity properties. Task type varies by dataset: regression for continuous values (e.g., LD50, hERG inhibition percentage) or binary classification for toxic/non-toxic outcomes (e.g., AMES mutagenicity, cardiotoxicity, hepatotoxicity). Dataset: herg_karim. The molecule is Cc1ccc(Nc2nc(N[C@@H]3CCCC[C@@H]3N)ncc2C(N)=O)cc1. The result is 0 (non-blocker).